Dataset: Forward reaction prediction with 1.9M reactions from USPTO patents (1976-2016). Task: Predict the product of the given reaction. (1) Given the reactants [F:1][C:2]1[CH:3]=[N:4][C:5]2[CH:6]=[CH:7][C:8](=[O:30])[N:9]3[C@H:14]([CH2:15][N:16]4[CH2:21][CH2:20][CH:19]([NH:22]C(=O)OC(C)(C)C)[CH2:18][CH2:17]4)[CH2:13][O:12][C:11]=1[C:10]=23.[F:31][C:32]([F:37])([F:36])[C:33]([OH:35])=[O:34], predict the reaction product. The product is: [F:31][C:32]([F:37])([F:36])[C:33]([OH:35])=[O:34].[NH2:22][CH:19]1[CH2:18][CH2:17][N:16]([CH2:15][C@H:14]2[N:9]3[C:10]4[C:11](=[C:2]([F:1])[CH:3]=[N:4][C:5]=4[CH:6]=[CH:7][C:8]3=[O:30])[O:12][CH2:13]2)[CH2:21][CH2:20]1. (2) Given the reactants Cl[C:2]1[C:7]([C:8]2[N:13]=[CH:12][N:11]=[C:10]([NH:14][C:15]3[CH:20]=[C:19]([O:21][CH3:22])[C:18]([O:23][CH3:24])=[C:17]([O:25][CH3:26])[CH:16]=3)[N:9]=2)=[CH:6][CH:5]=[CH:4][N:3]=1.[NH2:27][C:28]1[CH:29]=[C:30]([CH:41]=[CH:42][CH:43]=1)[C:31]([NH:33][C:34]1[CH:39]=[CH:38][C:37](Cl)=[CH:36][CH:35]=1)=[O:32].NC1C=CC=CC=1, predict the reaction product. The product is: [C:34]1([NH:33][C:31](=[O:32])[C:30]2[CH:41]=[CH:42][CH:43]=[C:28]([NH:27][C:2]3[C:7]([C:8]4[N:9]=[C:10]([NH:14][C:15]5[CH:16]=[C:17]([O:25][CH3:26])[C:18]([O:23][CH3:24])=[C:19]([O:21][CH3:22])[CH:20]=5)[N:11]=[CH:12][N:13]=4)=[CH:6][CH:5]=[CH:4][N:3]=3)[CH:29]=2)[CH:35]=[CH:36][CH:37]=[CH:38][CH:39]=1. (3) Given the reactants [C:1](Cl)([C:14]1[CH:19]=[CH:18][CH:17]=[CH:16][CH:15]=1)([C:8]1[CH:13]=[CH:12][CH:11]=[CH:10][CH:9]=1)[C:2]1[CH:7]=[CH:6][CH:5]=[CH:4][CH:3]=1.CCCC[CH2:25][CH3:26].CCO[C:30]([CH3:32])=[O:31].[OH2:33], predict the reaction product. The product is: [C:1]([O:33][CH2:25]/[CH:26]=[CH:32]/[CH2:30][OH:31])([C:14]1[CH:19]=[CH:18][CH:17]=[CH:16][CH:15]=1)([C:8]1[CH:13]=[CH:12][CH:11]=[CH:10][CH:9]=1)[C:2]1[CH:7]=[CH:6][CH:5]=[CH:4][CH:3]=1. (4) Given the reactants [CH2:1]([O:8][C:9]([N:11]([CH2:17][CH2:18][C:19]1[CH:24]=[CH:23][C:22]([Cl:25])=[C:21]([Cl:26])[CH:20]=1)[CH2:12][CH2:13][C:14](O)=[O:15])=[O:10])[C:2]1[CH:7]=[CH:6][CH:5]=[CH:4][CH:3]=1.[Cl:27]C1C(Cl)=CC=CC=1CCN.C(Cl)(=O)C(Cl)=O.CN(C=O)C, predict the reaction product. The product is: [Cl:27][C:14](=[O:15])[CH2:13][CH2:12][N:11]([CH2:17][CH2:18][C:19]1[CH:24]=[CH:23][C:22]([Cl:25])=[C:21]([Cl:26])[CH:20]=1)[C:9](=[O:10])[O:8][CH2:1][C:2]1[CH:7]=[CH:6][CH:5]=[CH:4][CH:3]=1. (5) Given the reactants [C:1]([O:5][C:6](=[O:31])[N:7]([C@H:24]1[CH2:29][CH2:28][C@H](N)[CH2:26][CH2:25]1)[C:8]1[CH:13]=[C:12]([CH2:14][CH2:15][CH:16]=O)[CH:11]=[CH:10][C:9]=1[C:18]1[CH:23]=[CH:22][CH:21]=[CH:20][CH:19]=1)([CH3:4])([CH3:3])[CH3:2].CN.C[CH2:35][N:36](C(C)C)C(C)C.[C:43]([BH3-])#[N:44].[Na+], predict the reaction product. The product is: [C:1]([O:5][C:6](=[O:31])[N:7]([C@H:24]1[CH2:25][CH2:26][C@H:43]([NH2:44])[CH2:28][CH2:29]1)[C:8]1[CH:13]=[C:12]([CH2:14][CH2:15][CH2:16][NH:36][CH3:35])[CH:11]=[CH:10][C:9]=1[C:18]1[CH:23]=[CH:22][CH:21]=[CH:20][CH:19]=1)([CH3:3])([CH3:2])[CH3:4].